Dataset: Forward reaction prediction with 1.9M reactions from USPTO patents (1976-2016). Task: Predict the product of the given reaction. (1) Given the reactants Cl.[F:2][CH2:3][CH2:4][NH2:5].[NH:6]1[C:14]2[C:9](=[CH:10][C:11]([NH:15][CH:16]3[CH2:21][CH2:20][CH2:19][N:18]([CH:22]([C:26]4[CH:31]=[CH:30][CH:29]=[CH:28][CH:27]=4)[C:23](O)=[O:24])[CH2:17]3)=[CH:12][CH:13]=2)[CH:8]=[N:7]1.Cl.C(N=C=NCCCN(C)C)C.ON1C2C=CC=CC=2N=N1.CN(C1C=CC=CN=1)C.C(=O)([O-])O.[Na+], predict the reaction product. The product is: [F:2][CH2:3][CH2:4][NH:5][C:23](=[O:24])[CH:22]([N:18]1[CH2:19][CH2:20][CH2:21][CH:16]([NH:15][C:11]2[CH:10]=[C:9]3[C:14](=[CH:13][CH:12]=2)[NH:6][N:7]=[CH:8]3)[CH2:17]1)[C:26]1[CH:31]=[CH:30][CH:29]=[CH:28][CH:27]=1. (2) Given the reactants Br[C:2]1[CH:3]=[C:4]2[C:9](=[CH:10][CH:11]=1)[N:8]=[C:7]([C:12]1[CH:17]=[C:16]([O:18][CH3:19])[CH:15]=[CH:14][C:13]=1[C:20]1[CH:25]=[CH:24][C:23]([Cl:26])=[CH:22][CH:21]=1)[CH:6]=[CH:5]2.[B:27]1([B:27]2[O:32][CH2:31][C:30]([CH3:34])([CH3:33])[CH2:29][O:28]2)[O:32][CH2:31][C:30]([CH3:34])([CH3:33])[CH2:29][O:28]1.C([O-])(=O)C.[K+], predict the reaction product. The product is: [Cl:26][C:23]1[CH:24]=[CH:25][C:20]([C:13]2[CH:14]=[CH:15][C:16]([O:18][CH3:19])=[CH:17][C:12]=2[C:7]2[CH:6]=[CH:5][C:4]3[C:9](=[CH:10][CH:11]=[C:2]([B:27]4[O:32][CH2:31][C:30]([CH3:34])([CH3:33])[CH2:29][O:28]4)[CH:3]=3)[N:8]=2)=[CH:21][CH:22]=1. (3) Given the reactants [C:1]1([CH:7]([C:47]2[CH:52]=[CH:51][CH:50]=[CH:49][CH:48]=2)[N:8]2[CH:13]=[CH:12][CH:11]=[C:10]([C:14]([NH:16][C@@H:17]([CH2:25][CH2:26][CH2:27][NH:28]C(OCC3C4C=CC=CC=4C4C3=CC=CC=4)=O)[C:18]([O:20][C:21]([CH3:24])([CH3:23])[CH3:22])=[O:19])=[O:15])[C:9]2=[O:46])[CH:6]=[CH:5][CH:4]=[CH:3][CH:2]=1, predict the reaction product. The product is: [NH2:28][CH2:27][CH2:26][CH2:25][C@H:17]([NH:16][C:14]([C:10]1[C:9](=[O:46])[N:8]([CH:7]([C:47]2[CH:52]=[CH:51][CH:50]=[CH:49][CH:48]=2)[C:1]2[CH:6]=[CH:5][CH:4]=[CH:3][CH:2]=2)[CH:13]=[CH:12][CH:11]=1)=[O:15])[C:18]([O:20][C:21]([CH3:24])([CH3:23])[CH3:22])=[O:19]. (4) Given the reactants [NH2:1][C:2]1[CH:7]=[CH:6][C:5]([C:8](=[O:26])[CH2:9][N:10]2[C:14](=[O:15])[C:13]([C:19]3[CH:24]=[CH:23][CH:22]=[CH:21][CH:20]=3)([CH2:16][CH2:17][CH3:18])[NH:12][C:11]2=[O:25])=[CH:4][CH:3]=1.C(OC([N:34]1[CH2:38][CH2:37][CH2:36][CH:35]1[C:39](O)=[O:40])=O)(C)(C)C, predict the reaction product. The product is: [O:25]=[C:11]1[NH:12][C:13]([C:19]2[CH:24]=[CH:23][CH:22]=[CH:21][CH:20]=2)([CH2:16][CH2:17][CH3:18])[C:14](=[O:15])[N:10]1[CH2:9][C:8]([C:5]1[CH:6]=[CH:7][C:2]([NH:1][C:39]([CH:35]2[CH2:36][CH2:37][CH2:38][NH:34]2)=[O:40])=[CH:3][CH:4]=1)=[O:26].